From a dataset of Forward reaction prediction with 1.9M reactions from USPTO patents (1976-2016). Predict the product of the given reaction. (1) Given the reactants [Br:1][C:2]1[CH:7]=[C:6]([C:8]([C:12]2[CH:17]=[CH:16][C:15]([CH:18]([CH3:20])[CH3:19])=[CH:14][CH:13]=2)([CH3:11])[CH2:9][OH:10])[C:5](O)=[C:4]([CH3:22])[C:3]=1[CH3:23].C1(P(C2C=CC=CC=2)C2C=CC=CC=2)C=CC=CC=1.CCOC(/N=N/C(OCC)=O)=O.C1(C)C=CC=CC=1, predict the reaction product. The product is: [Br:1][C:2]1[C:3]([CH3:23])=[C:4]([CH3:22])[C:5]2[O:10][CH2:9][C:8]([C:12]3[CH:13]=[CH:14][C:15]([CH:18]([CH3:20])[CH3:19])=[CH:16][CH:17]=3)([CH3:11])[C:6]=2[CH:7]=1. (2) Given the reactants [C:1]([O:10][CH3:11])(=[O:9])[C:2]1[C:3](=[CH:5][CH:6]=C[CH:8]=1)[NH2:4].[F:12][C:13]([F:23])([F:22])[C:14]1[N:15]=[C:16]([C:19](Cl)=[O:20])[S:17][CH:18]=1.O1[CH2:29][CH2:28][O:27][CH2:26]C1, predict the reaction product. The product is: [CH3:11][O:10][C:1](=[O:9])[C:2]1[CH:8]=[CH:29][C:28]([O:27][CH3:26])=[C:5]([CH3:6])[C:3]=1[NH:4][C:19]([C:16]1[S:17][CH:18]=[C:14]([C:13]([F:23])([F:22])[F:12])[N:15]=1)=[O:20].